From a dataset of Catalyst prediction with 721,799 reactions and 888 catalyst types from USPTO. Predict which catalyst facilitates the given reaction. (1) Reactant: [CH3:1][O:2][C:3]([C:5]1[S:6][C:7]([C:26]2[CH2:31][CH2:30][CH2:29][CH2:28][CH:27]=2)=[CH:8][C:9]=1[N:10]([C:17]([C@H:19]1[CH2:24][CH2:23][C@H:22]([CH3:25])[CH2:21][CH2:20]1)=[O:18])[CH:11]1[CH2:16][CH2:15][NH:14][CH2:13][CH2:12]1)=[O:4].C(N(CC)CC)C.[C:39](Cl)(=[O:43])[CH:40]([CH3:42])[CH3:41]. Product: [CH3:1][O:2][C:3]([C:5]1[S:6][C:7]([C:26]2[CH2:31][CH2:30][CH2:29][CH2:28][CH:27]=2)=[CH:8][C:9]=1[N:10]([CH:11]1[CH2:16][CH2:15][N:14]([C:39](=[O:43])[CH:40]([CH3:42])[CH3:41])[CH2:13][CH2:12]1)[C:17]([C@H:19]1[CH2:24][CH2:23][C@H:22]([CH3:25])[CH2:21][CH2:20]1)=[O:18])=[O:4]. The catalyst class is: 4. (2) Reactant: C([O:3][C:4]([C:6]1[N:10]=[C:9]([C:11]2[CH:16]=[CH:15][C:14]([C:17]#[N:18])=[CH:13][C:12]=2[F:19])[O:8][N:7]=1)=[O:5])C.[Li+].[OH-]. The catalyst class is: 83. Product: [C:17]([C:14]1[CH:15]=[CH:16][C:11]([C:9]2[O:8][N:7]=[C:6]([C:4]([OH:5])=[O:3])[N:10]=2)=[C:12]([F:19])[CH:13]=1)#[N:18]. (3) Reactant: [CH3:1][N:2]1[CH2:15][CH2:14][C:5]2[NH:6][C:7]3[CH:8]=[CH:9][C:10]([CH3:13])=[CH:11][C:12]=3[C:4]=2[CH2:3]1.[H-].[Na+].[CH3:18][C:19]1[CH:24]=[CH:23][C:22]([C:25]2([CH3:28])[CH2:27][O:26]2)=[CH:21][N:20]=1.O. Product: [CH3:1][N:2]1[CH2:15][CH2:14][C:5]2[N:6]([CH2:28][C:25]([C:22]3[CH:21]=[N:20][C:19]([CH3:18])=[CH:24][CH:23]=3)([OH:26])[CH3:27])[C:7]3[CH:8]=[CH:9][C:10]([CH3:13])=[CH:11][C:12]=3[C:4]=2[CH2:3]1. The catalyst class is: 31. (4) Reactant: OC1CN(C2C=CC(C3N=C(NC4C=CC(N5CCN(C6COC6)CC5)=CC=4)N=CN=3)=CC=2C#N)C1.[CH3:37][S:38]([O:41][CH:42]1[CH2:45][N:44]([C:46]2[CH:51]=[CH:50][C:49]([C:52]3[N:57]=[C:56]([NH:58][C:59]4[CH:64]=[CH:63][C:62]([N:65]5[CH2:70][CH2:69][N:68]([CH:71]6[CH2:74][O:73][CH2:72]6)[CH2:67][CH2:66]5)=[CH:61][CH:60]=4)[N:55]=[CH:54][N:53]=3)=[CH:48][C:47]=2[C:75]#[N:76])[CH2:43]1)(=[O:40])=[O:39].C(N(CC)C(C)C)(C)C.CS(Cl)(=O)=O. Product: [CH3:37][S:38]([O:41][CH:42]1[CH2:43][N:44]([C:46]2[CH:51]=[CH:50][C:49]([C:52]3[N:57]=[C:56]([NH:58][C:59]4[CH:64]=[CH:63][C:62]([N:65]5[CH2:66][CH2:67][N:68]([CH:71]6[CH2:74][O:73][CH2:72]6)[CH2:69][CH2:70]5)=[CH:61][CH:60]=4)[N:55]=[CH:54][N:53]=3)=[CH:48][C:47]=2[C:75]#[N:76])[CH2:45]1)(=[O:40])=[O:39]. The catalyst class is: 4. (5) Reactant: [F:1][C:2]1[CH:3]=[C:4]([NH2:16])[CH:5]=[C:6]([N:8]([CH3:15])[C:9]2[CH:10]=[N:11][CH:12]=[N:13][CH:14]=2)[CH:7]=1.[C:17]([C:19]1[CH:20]=[C:21]([CH:25]=[CH:26][CH:27]=1)[C:22](Cl)=[O:23])#[N:18]. Product: [C:17]([C:19]1[CH:20]=[C:21]([CH:25]=[CH:26][CH:27]=1)[C:22]([NH:16][C:4]1[CH:5]=[C:6]([N:8]([CH3:15])[C:9]2[CH:14]=[N:13][CH:12]=[N:11][CH:10]=2)[CH:7]=[C:2]([F:1])[CH:3]=1)=[O:23])#[N:18]. The catalyst class is: 64.